Dataset: Forward reaction prediction with 1.9M reactions from USPTO patents (1976-2016). Task: Predict the product of the given reaction. (1) Given the reactants [N:1]1[CH:2]=[N:3][N:4]2[CH:9]=[CH:8][C:7]([C:10]([O:12]C)=[O:11])=[CH:6][C:5]=12.[Li+].[OH-].Cl, predict the reaction product. The product is: [N:1]1[CH:2]=[N:3][N:4]2[CH:9]=[CH:8][C:7]([C:10]([OH:12])=[O:11])=[CH:6][C:5]=12. (2) Given the reactants [CH3:1][CH:2]1[CH2:8][CH2:7][NH:6][CH2:5][CH2:4][NH:3]1.[C:9]([O:13][C:14](O[C:14]([O:13][C:9]([CH3:12])([CH3:11])[CH3:10])=[O:15])=[O:15])([CH3:12])([CH3:11])[CH3:10].C(N(CC)CC)C, predict the reaction product. The product is: [CH3:1][CH:2]1[CH2:8][CH2:7][N:6]([C:14]([O:13][C:9]([CH3:12])([CH3:11])[CH3:10])=[O:15])[CH2:5][CH2:4][NH:3]1. (3) Given the reactants [NH2:1][C:2]1[NH:6][N:5]=[C:4]([NH:7][C:8]2[CH:9]=[N:10][C:11]([N:14]3[CH2:19][CH2:18][O:17][CH2:16][CH2:15]3)=[CH:12][CH:13]=2)[C:3]=1[C:20]([NH2:22])=[O:21].[OH:23][C:24]1[CH:31]=[CH:30][C:27]([CH:28]=O)=[CH:26][CH:25]=1, predict the reaction product. The product is: [OH:23][C:24]1[CH:31]=[CH:30][C:27]([CH2:28][NH:1][C:2]2[NH:6][N:5]=[C:4]([NH:7][C:8]3[CH:9]=[N:10][C:11]([N:14]4[CH2:19][CH2:18][O:17][CH2:16][CH2:15]4)=[CH:12][CH:13]=3)[C:3]=2[C:20]([NH2:22])=[O:21])=[CH:26][CH:25]=1. (4) Given the reactants [Li+].[CH3:2][CH:3]([C:5]1[N:6]=[C:7]([C:10]([O-:12])=O)[S:8][CH:9]=1)[CH3:4].CN(C(ON1N=NC2C=CC=NC1=2)=[N+](C)C)C.F[P-](F)(F)(F)(F)F.[NH2:37][C:38]1[C:43]([CH3:44])=[C:42]([O:45][CH3:46])[CH:41]=[CH:40][C:39]=1[C:47](=[O:49])[CH3:48], predict the reaction product. The product is: [C:47]([C:39]1[C:38]([NH:37][C:10]([C:7]2[S:8][CH:9]=[C:5]([CH:3]([CH3:2])[CH3:4])[N:6]=2)=[O:12])=[C:43]([CH3:44])[C:42]([O:45][CH3:46])=[CH:41][CH:40]=1)(=[O:49])[CH3:48]. (5) Given the reactants C[O:2][C:3](=[O:22])[C@H:4]([N:6]([S:8]([C:11]1[CH:16]=[CH:15][C:14]([O:17][CH2:18][C:19]#[C:20][CH3:21])=[CH:13][CH:12]=1)(=[O:10])=[O:9])[CH3:7])[CH3:5].O.[OH-].[Li+].Cl, predict the reaction product. The product is: [CH2:18]([O:17][C:14]1[CH:13]=[CH:12][C:11]([S:8]([N:6]([CH3:7])[CH:4]([CH3:5])[C:3]([OH:22])=[O:2])(=[O:9])=[O:10])=[CH:16][CH:15]=1)[C:19]#[C:20][CH3:21]. (6) Given the reactants [N:1]([C:4]1[CH:9]=[CH:8][C:7]([C:10](=O)[CH2:11]Br)=[CH:6][CH:5]=1)=[N+:2]=[N-:3].[NH2:14][C:15]([NH2:17])=[S:16].C([O-])(O)=O.[Na+], predict the reaction product. The product is: [N:1]([C:4]1[CH:9]=[CH:8][C:7]([C:10]2[N:14]=[C:15]([NH2:17])[S:16][CH:11]=2)=[CH:6][CH:5]=1)=[N+:2]=[N-:3]. (7) Given the reactants [CH3:1][C:2]1([CH3:14])[CH2:7][C:6]([CH3:12])([Sn](C)(C)C)[CH2:5][C:4](=[O:13])[CH2:3]1, predict the reaction product. The product is: [CH3:12][C:6]1([CH3:5])[CH2:7][C:2]([CH3:1])([CH3:14])[CH2:3][C:4]1=[O:13]. (8) Given the reactants [C:1]([O:5][C:6]1[CH:13]=[CH:12][C:9]([CH:10]=[CH2:11])=[CH:8][CH:7]=1)([CH3:4])([CH3:3])[CH3:2].[C:14]([O:18][CH:19]1[CH2:24][CH2:23][CH2:22][CH2:21][CH2:20]1)(=[O:17])[CH:15]=[CH2:16], predict the reaction product. The product is: [C:1]([O:5][C:6]1[CH:7]=[CH:8][C:9]([CH:10]=[CH2:11])=[CH:12][CH:13]=1)([CH3:4])([CH3:2])[CH3:3].[C:14]([O:18][CH:19]1[CH2:24][CH2:23][CH2:22][CH2:21][CH2:20]1)(=[O:17])[CH:15]=[CH2:16].